Task: Regression. Given a peptide amino acid sequence and an MHC pseudo amino acid sequence, predict their binding affinity value. This is MHC class II binding data.. Dataset: Peptide-MHC class II binding affinity with 134,281 pairs from IEDB (1) The peptide sequence is INEPTAAAIAYGLIR. The MHC is HLA-DQA10102-DQB10602 with pseudo-sequence HLA-DQA10102-DQB10602. The binding affinity (normalized) is 0.662. (2) The peptide sequence is KKTLRLPKMLETEIV. The MHC is DRB1_1101 with pseudo-sequence DRB1_1101. The binding affinity (normalized) is 0.342. (3) The peptide sequence is HGRQIRMARILGRDPE. The MHC is DRB1_0401 with pseudo-sequence DRB1_0401. The binding affinity (normalized) is 0.392. (4) The peptide sequence is NDFLKTGHYTQMVWA. The MHC is DRB1_1302 with pseudo-sequence DRB1_1302. The binding affinity (normalized) is 0.518. (5) The peptide sequence is AAGGWDSLAAELATT. The MHC is DRB1_0404 with pseudo-sequence DRB1_0404. The binding affinity (normalized) is 0.104. (6) The peptide sequence is TLWQRPLVTIKIGGQLMEAL. The MHC is HLA-DQA10101-DQB10501 with pseudo-sequence HLA-DQA10101-DQB10501. The binding affinity (normalized) is 0.308. (7) The peptide sequence is YEDAKSPLTASKLTY. The MHC is DRB1_1602 with pseudo-sequence DRB1_1602. The binding affinity (normalized) is 0.347. (8) The peptide sequence is MLWHAMPPELNTARL. The MHC is HLA-DQA10101-DQB10501 with pseudo-sequence HLA-DQA10101-DQB10501. The binding affinity (normalized) is 0.312. (9) The peptide sequence is SQVHIRRPGGAGRDG. The MHC is DRB3_0101 with pseudo-sequence DRB3_0101. The binding affinity (normalized) is 0. (10) The peptide sequence is AFKVAATAANAAPGN. The MHC is DRB1_0802 with pseudo-sequence DRB1_0802. The binding affinity (normalized) is 0.706.